This data is from NCI-60 drug combinations with 297,098 pairs across 59 cell lines. The task is: Regression. Given two drug SMILES strings and cell line genomic features, predict the synergy score measuring deviation from expected non-interaction effect. (1) Drug 1: CC1OCC2C(O1)C(C(C(O2)OC3C4COC(=O)C4C(C5=CC6=C(C=C35)OCO6)C7=CC(=C(C(=C7)OC)O)OC)O)O. Drug 2: CCC1(C2=C(COC1=O)C(=O)N3CC4=CC5=C(C=CC(=C5CN(C)C)O)N=C4C3=C2)O.Cl. Cell line: SK-MEL-5. Synergy scores: CSS=23.4, Synergy_ZIP=-10.3, Synergy_Bliss=-0.466, Synergy_Loewe=-9.68, Synergy_HSA=0.291. (2) Drug 1: C1=C(C(=O)NC(=O)N1)F. Drug 2: CCC(=C(C1=CC=CC=C1)C2=CC=C(C=C2)OCCN(C)C)C3=CC=CC=C3.C(C(=O)O)C(CC(=O)O)(C(=O)O)O. Cell line: OVCAR3. Synergy scores: CSS=57.2, Synergy_ZIP=-1.52, Synergy_Bliss=-4.39, Synergy_Loewe=-6.77, Synergy_HSA=-4.92. (3) Drug 1: C1CNP(=O)(OC1)N(CCCl)CCCl. Drug 2: CC1=C(C(=CC=C1)Cl)NC(=O)C2=CN=C(S2)NC3=CC(=NC(=N3)C)N4CCN(CC4)CCO. Cell line: NCI-H460. Synergy scores: CSS=4.50, Synergy_ZIP=-2.67, Synergy_Bliss=-5.56, Synergy_Loewe=-3.76, Synergy_HSA=-3.95. (4) Drug 1: CC12CCC(CC1=CCC3C2CCC4(C3CC=C4C5=CN=CC=C5)C)O. Drug 2: C1=CN(C(=O)N=C1N)C2C(C(C(O2)CO)O)O.Cl. Cell line: U251. Synergy scores: CSS=14.5, Synergy_ZIP=-8.07, Synergy_Bliss=-3.34, Synergy_Loewe=-9.50, Synergy_HSA=-2.09.